Task: Regression. Given a target protein amino acid sequence and a drug SMILES string, predict the binding affinity score between them. We predict pIC50 (pIC50 = -log10(IC50 in M); higher means more potent). Dataset: bindingdb_ic50.. Dataset: Drug-target binding data from BindingDB using IC50 measurements (1) The target protein (P48748) has sequence MASQGPLELQPSNQSQLAPPNATSCSGAPDAWDLLHRLLPTFIIAIFTLGLLGNSFVLSVFLLARRRLSVAEIYLANLAASDLVFVLGLPFWAENVRNQFDWPFGAALCRIVNGVIKANLFISIFLVVAISQDRYSVLVHPMASRRGRRRRQAQATCALIWLAGGLLSTPTFVLRSVRAVPELNVSACILLLPHEAWHWLRMVELNLLGFLLPLAAILFFNCHILASLRRRGERVPSRCGGPRDSKSTALILTLVASFLVCWAPYHFFAFLECLWQVHAIGGCFWEEFTDLGLQLSNFSAFVNSCLNPVIYVFVGRLFRTKVWELCQQCSPRSLAPVSSSRRKEMLWGFWRN. The small molecule is COCCNCc1ccc2c(c1)OCC[C@H]2NC(=O)C[C@@H](NS(=O)(=O)c1cccc(C(F)(F)F)c1)c1ccc(F)cc1. The pIC50 is 5.8. (2) The small molecule is CS(=O)(=O)c1cc(O)c2ccccc2c1O. The target protein sequence is MFLYFITYLCIFHNNIYSVELIKNNKYNFINNVHNIKYRTKIRAIYGKTGGKIIGHGHSYPSTEIYNDELKKYVDTNDEWIRTRTGIKKRRILKRDENISMLQIDSATQALETSCLKPSDIDMVINASSTPQNLFGDANNISNKIGCKNSVNMDLTAACTGFIFAFVTAYNFLNRYKNILIVGSDALSNFVDWRDRNTCVLFGDAAGAVVLQRTEEKEENKIFNYYLGSDSELNDLLTINFDHDKYNLDKPNVNKYGKLYMNGKEVFKYTISNIPKILKKAIQHSNINIEDINYFIFHQANIRIIETVAKNLNIPMSKVLVNLDEYANTSAASIPLCFSENIKNGKIKTNDIICMCGFGAGMSYGCVILKY. The pIC50 is 7.6.